This data is from Forward reaction prediction with 1.9M reactions from USPTO patents (1976-2016). The task is: Predict the product of the given reaction. (1) Given the reactants [CH3:1][C:2]1[S:3][CH:4]=[CH:5][C:6]=1[C:7]([OH:9])=O.C(Cl)(=O)C([Cl:13])=O.CN(C)C=O, predict the reaction product. The product is: [CH3:1][C:2]1[S:3][CH:4]=[CH:5][C:6]=1[C:7]([Cl:13])=[O:9]. (2) Given the reactants [F:1][C:2]1[CH:7]=[C:6](B2OC(C)(C)C(C)(C)O2)[CH:5]=[CH:4][C:3]=1[C:17]1[N:18]=[CH:19][C:20]([NH2:23])=[N:21][CH:22]=1.Br[C:25]1[CH:30]=[CH:29][CH:28]=[CH:27][C:26]=1[S:31]([N:34]1[CH2:39][CH2:38][N:37]([CH:40]2[CH2:42][CH2:41]2)[CH2:36][CH2:35]1)(=[O:33])=[O:32], predict the reaction product. The product is: [CH:40]1([N:37]2[CH2:36][CH2:35][N:34]([S:31]([C:26]3[CH:27]=[CH:28][CH:29]=[CH:30][C:25]=3[C:6]3[CH:5]=[CH:4][C:3]([C:17]4[N:18]=[CH:19][C:20]([NH2:23])=[N:21][CH:22]=4)=[C:2]([F:1])[CH:7]=3)(=[O:33])=[O:32])[CH2:39][CH2:38]2)[CH2:42][CH2:41]1. (3) Given the reactants [OH:1][C:2]1[CH:9]=[CH:8][C:7]([O:10][CH3:11])=[CH:6][C:3]=1[CH:4]=O.[CH2:12]([NH2:19])[C:13]1[CH:18]=[CH:17][CH:16]=[CH:15][CH:14]=1.C1(C)C=CC(S(O)(=O)=O)=CC=1.C(N=CC1C=CC=CC=1O)C1C=CC=CC=1, predict the reaction product. The product is: [CH2:12]([N:19]=[CH:4][C:3]1[CH:6]=[C:7]([O:10][CH3:11])[CH:8]=[CH:9][C:2]=1[OH:1])[C:13]1[CH:18]=[CH:17][CH:16]=[CH:15][CH:14]=1. (4) Given the reactants [NH2:1][C:2]1[CH:7]=[CH:6][C:5]([SH:8])=[CH:4][CH:3]=1.[OH-].[Na+].Cl.Cl[CH2:13][C:14]1[CH:15]=[N:16][CH:17]=[CH:18][CH:19]=1, predict the reaction product. The product is: [N:16]1[CH:17]=[CH:18][CH:19]=[C:14]([CH2:13][S:8][C:5]2[CH:6]=[CH:7][C:2]([NH2:1])=[CH:3][CH:4]=2)[CH:15]=1. (5) Given the reactants [F:1][C:2]1[CH:19]=[C:18]([CH3:20])[CH:17]=[CH:16][C:3]=1[NH:4][C:5]1[C:6]([C:13]([OH:15])=[O:14])=[CH:7][N:8]([CH3:12])[C:9](=[O:11])[CH:10]=1.FC(F)(F)C(O[C:26]1[C:31]([F:32])=[C:30]([F:33])[C:29]([F:34])=[C:28]([F:35])[C:27]=1[F:36])=O.N1C=CC=CC=1, predict the reaction product. The product is: [F:1][C:2]1[CH:19]=[C:18]([CH3:20])[CH:17]=[CH:16][C:3]=1[NH:4][C:5]1[C:6]([C:13]([O:15][C:26]2[C:27]([F:36])=[C:28]([F:35])[C:29]([F:34])=[C:30]([F:33])[C:31]=2[F:32])=[O:14])=[CH:7][N:8]([CH3:12])[C:9](=[O:11])[CH:10]=1. (6) Given the reactants C(O)(C(F)(F)F)=O.[CH3:8][N:9]([CH3:40])[CH2:10][C:11]([NH:13][CH2:14][C:15]1([C:28]2[CH:33]=[CH:32][CH:31]=[C:30]([C:34]3[CH:35]=[N:36][N:37]([CH3:39])[CH:38]=3)[CH:29]=2)[CH2:20][CH2:19][N:18](C(OC(C)(C)C)=O)[CH2:17][CH2:16]1)=[O:12], predict the reaction product. The product is: [CH3:8][N:9]([CH3:40])[CH2:10][C:11]([NH:13][CH2:14][C:15]1([C:28]2[CH:33]=[CH:32][CH:31]=[C:30]([C:34]3[CH:35]=[N:36][N:37]([CH3:39])[CH:38]=3)[CH:29]=2)[CH2:20][CH2:19][NH:18][CH2:17][CH2:16]1)=[O:12].